Dataset: Full USPTO retrosynthesis dataset with 1.9M reactions from patents (1976-2016). Task: Predict the reactants needed to synthesize the given product. (1) Given the product [O:26]1[CH2:27][CH2:28][CH:24]([CH2:7][NH:6][C:5]([NH:4][CH3:3])=[N:11][N+:12]([O-:14])=[O:13])[CH2:25]1, predict the reactants needed to synthesize it. The reactants are: [H-].[Na+].[CH3:3][N:4]1CN(C)[CH2:7][NH:6][C:5]1=[N:11][N+:12]([O-:14])=[O:13].O(C[CH:24]1[CH2:28][CH2:27][O:26][CH2:25]1)S(C(F)(F)F)(=O)=O.Cl.C(=O)(O)[O-].[Na+]. (2) The reactants are: [O:1]1[CH2:6][CH2:5][N:4]([CH2:7][C:8]2[CH:13]=[CH:12][C:11]([S:14]([O-:16])=[O:15])=[CH:10][CH:9]=2)[CH2:3][CH2:2]1.[Li+].Cl[CH2:19][C:20]1[N:21]=[C:22]([C:26]2[CH:35]=[CH:34][C:29]([C:30]([O:32][CH3:33])=[O:31])=[CH:28][CH:27]=2)[O:23][C:24]=1[CH3:25].C(=O)([O-])[O-].[K+].[K+]. Given the product [CH3:25][C:24]1[O:23][C:22]([C:26]2[CH:35]=[CH:34][C:29]([C:30]([O:32][CH3:33])=[O:31])=[CH:28][CH:27]=2)=[N:21][C:20]=1[CH2:19][S:14]([C:11]1[CH:10]=[CH:9][C:8]([CH2:7][N:4]2[CH2:5][CH2:6][O:1][CH2:2][CH2:3]2)=[CH:13][CH:12]=1)(=[O:16])=[O:15], predict the reactants needed to synthesize it. (3) The reactants are: [C:1]([O:4][C@H:5]([C:45]1[CH:50]=[CH:49][C:48]([F:51])=[CH:47][CH:46]=1)[CH2:6][CH2:7][C@H:8]1[C:11](=[O:12])[N:10]([C:13]2[CH:18]=[CH:17][C:16]([C:19]#[C:20][Si](C)(C)C)=[CH:15][CH:14]=2)[C@@H:9]1[C:25]1[CH:30]=[CH:29][C:28]([C:31]#[C:32][C:33]([CH2:40][O:41][C:42](=[O:44])[CH3:43])([OH:39])[CH2:34][O:35][C:36](=[O:38])[CH3:37])=[CH:27][CH:26]=1)(=[O:3])[CH3:2].[F-].C([N+](CCCC)(CCCC)CCCC)CCC. Given the product [C:1]([O:4][C@H:5]([C:45]1[CH:50]=[CH:49][C:48]([F:51])=[CH:47][CH:46]=1)[CH2:6][CH2:7][C@H:8]1[C:11](=[O:12])[N:10]([C:13]2[CH:14]=[CH:15][C:16]([C:19]#[CH:20])=[CH:17][CH:18]=2)[C@@H:9]1[C:25]1[CH:30]=[CH:29][C:28]([C:31]#[C:32][C:33]([CH2:40][O:41][C:42](=[O:44])[CH3:43])([OH:39])[CH2:34][O:35][C:36](=[O:38])[CH3:37])=[CH:27][CH:26]=1)(=[O:3])[CH3:2], predict the reactants needed to synthesize it. (4) The reactants are: [CH2:1]([NH:5][C:6]1[N:14]=[C:13]2[C:9]([N:10]=[C:11]([O:19]C)[N:12]2[CH2:15][CH2:16][CH2:17]Cl)=[C:8]([NH2:21])[N:7]=1)[CH2:2][CH2:3][CH3:4].[NH:22]1[CH2:27][CH2:26][CH2:25][CH2:24][CH2:23]1.[I-].[Na+]. Given the product [NH2:21][C:8]1[N:7]=[C:6]([NH:5][CH2:1][CH2:2][CH2:3][CH3:4])[N:14]=[C:13]2[C:9]=1[NH:10][C:11](=[O:19])[N:12]2[CH2:15][CH2:16][CH2:17][N:22]1[CH2:27][CH2:26][CH2:25][CH2:24][CH2:23]1, predict the reactants needed to synthesize it. (5) Given the product [C:1]([O:5][C:6](=[O:20])[NH:7][C@H:8]([CH2:18][O:19][C:27]([C:29]1[CH:30]=[CH:31][CH:32]=[CH:33][CH:34]=1)([C:21]1[CH:26]=[CH:25][CH:24]=[CH:23][CH:22]=1)[CH2:28][I:35])[CH2:9][O:10][CH2:11][C:12]1[CH:17]=[CH:16][CH:15]=[CH:14][CH:13]=1)([CH3:4])([CH3:2])[CH3:3], predict the reactants needed to synthesize it. The reactants are: [C:1]([O:5][C:6](=[O:20])[NH:7][C@H:8]([CH2:18][OH:19])[CH2:9][O:10][CH2:11][C:12]1[CH:17]=[CH:16][CH:15]=[CH:14][CH:13]=1)([CH3:4])([CH3:3])[CH3:2].[C:21]1([C:27]([C:29]2[CH:34]=[CH:33][CH:32]=[CH:31][CH:30]=2)=[CH2:28])[CH:26]=[CH:25][CH:24]=[CH:23][CH:22]=1.[I:35]N1C(=O)CCC1=O.C(OCC)(=O)C. (6) Given the product [NH2:1][C:2]1[CH:10]=[C:9]([CH3:11])[CH:8]=[CH:7][C:3]=1[C:4]([NH:12][CH2:13][CH2:14][CH2:15][C@H:16]1[O:20][C:19](=[O:21])[N:18]([C:22]2[CH:23]=[CH:24][C:25]3[S:30][CH2:29][C:28](=[O:31])[NH:27][C:26]=3[CH:32]=2)[CH2:17]1)=[O:6], predict the reactants needed to synthesize it. The reactants are: [NH2:1][C:2]1[CH:10]=[C:9]([CH3:11])[CH:8]=[CH:7][C:3]=1[C:4]([OH:6])=O.[NH2:12][CH2:13][CH2:14][CH2:15][C@H:16]1[O:20][C:19](=[O:21])[N:18]([C:22]2[CH:23]=[CH:24][C:25]3[S:30][CH2:29][C:28](=[O:31])[NH:27][C:26]=3[CH:32]=2)[CH2:17]1. (7) Given the product [Cl:1][C:2]1[CH:3]=[C:4]([C:7]2[O:9][N:10]=[C:11]([CH:13]3[CH2:29][N:17]4[C:18](=[O:28])[C:19]5[CH:26]=[N:25][C:24]([F:27])=[CH:23][C:20]=5[CH2:21][CH2:22][CH:16]4[CH2:15][CH2:14]3)[N:12]=2)[NH:5][CH:6]=1, predict the reactants needed to synthesize it. The reactants are: [Cl:1][C:2]1[CH:3]=[C:4]([C:7]([O:9][N:10]=[C:11]([C@H:13]2[CH2:29][N:17]3[C:18](=[O:28])[C:19]4[CH:26]=[N:25][C:24]([F:27])=[CH:23][C:20]=4[CH2:21][CH2:22][C@@H:16]3[CH2:15][CH2:14]2)[NH2:12])=O)[NH:5][CH:6]=1. (8) Given the product [Br:28][CH2:23][C:19]1[CH:18]=[C:17]([CH:22]=[CH:21][CH:20]=1)[CH2:16][N:6]1[C:5]([O:25][CH3:26])=[N:4][C:3]2[C:7]1=[N:8][C:9]([O:11][CH2:12][CH2:13][O:14][CH3:15])=[N:10][C:2]=2[NH2:1], predict the reactants needed to synthesize it. The reactants are: [NH2:1][C:2]1[N:10]=[C:9]([O:11][CH2:12][CH2:13][O:14][CH3:15])[N:8]=[C:7]2[C:3]=1[N:4]=[C:5]([O:25][CH3:26])[N:6]2[CH2:16][C:17]1[CH:18]=[C:19]([CH2:23]O)[CH:20]=[CH:21][CH:22]=1.P(Br)(Br)[Br:28]. (9) Given the product [NH2:1][C:2]([C:4]1[C:14]([NH:15][CH:16]([CH2:19][CH3:20])[CH2:17][CH3:18])=[CH:13][C:7]([C:8]([OH:10])=[O:9])=[C:6]([Cl:21])[CH:5]=1)=[O:3], predict the reactants needed to synthesize it. The reactants are: [NH2:1][C:2]([C:4]1[C:14]([NH:15][CH:16]([CH2:19][CH3:20])[CH2:17][CH3:18])=[CH:13][C:7]([C:8]([O:10]CC)=[O:9])=[C:6]([Cl:21])[CH:5]=1)=[O:3].[OH-].[Na+].